Dataset: Forward reaction prediction with 1.9M reactions from USPTO patents (1976-2016). Task: Predict the product of the given reaction. (1) The product is: [CH3:24][O:23][CH2:22][CH2:21][N:20]([CH2:3][C:4]1[N:5]=[C:6]([NH2:9])[S:7][CH:8]=1)[CH3:19]. Given the reactants Cl.Cl[CH2:3][C:4]1[N:5]=[C:6]([NH2:9])[S:7][CH:8]=1.CCN(C(C)C)C(C)C.[CH3:19][NH:20][CH2:21][CH2:22][O:23][CH3:24], predict the reaction product. (2) Given the reactants [S:1]1[C:5]([C:6](=[O:9])[CH2:7]Br)=[CH:4][C:3]2[CH:10]=[CH:11][C:12]3[C:17]([C:2]1=2)=[CH:16][CH:15]=[C:14]([C:18](=[O:21])[CH2:19]Br)[CH:13]=3.[C:22]([O:26][C:27]([N:29]1[C@H:34]([C:35]([OH:37])=[O:36])[C@@H:33]2[CH2:38][C@H:30]1[CH2:31][CH2:32]2)=[O:28])([CH3:25])([CH3:24])[CH3:23], predict the reaction product. The product is: [C@H:30]12[CH2:38][C@H:33]([CH2:32][CH2:31]1)[C@@H:34]([C:35]([O:37][CH2:19][C:18]([C:14]1[CH:13]=[C:12]3[C:17](=[CH:16][CH:15]=1)[C:2]1[S:1][C:5]([C:6](=[O:9])[CH2:7][O:37][C:35]([C@@H:34]4[C@@H:33]5[CH2:38][C@@H:30]([CH2:31][CH2:32]5)[N:29]4[C:27]([O:26][C:22]([CH3:25])([CH3:24])[CH3:23])=[O:28])=[O:36])=[CH:4][C:3]=1[CH:10]=[CH:11]3)=[O:21])=[O:36])[N:29]2[C:27]([O:26][C:22]([CH3:25])([CH3:23])[CH3:24])=[O:28]. (3) Given the reactants [CH3:1][C:2]1[C:3]([C:8]#[N:9])=[N:4][CH:5]=[CH:6][CH:7]=1.[OH:10]O, predict the reaction product. The product is: [CH3:1][C:2]1[C:3]([C:8]#[N:9])=[N+:4]([O-:10])[CH:5]=[CH:6][CH:7]=1. (4) Given the reactants C[O:2][C:3]([C:5]1[CH:6]=[N:7][N:8]([C:13]([CH3:16])([CH3:15])[CH3:14])[C:9]=1[CH:10]1[CH2:12][CH2:11]1)=[O:4].[Li+].[OH-], predict the reaction product. The product is: [C:13]([N:8]1[C:9]([CH:10]2[CH2:12][CH2:11]2)=[C:5]([C:3]([OH:4])=[O:2])[CH:6]=[N:7]1)([CH3:16])([CH3:14])[CH3:15]. (5) Given the reactants Cl.[Cl:2][C:3]1[CH:8]=[CH:7][C:6]([C:9]2[N:13]([C:14]3[CH:19]=[CH:18][CH:17]=[CH:16][C:15]=3[Cl:20])[N:12]=[C:11]([C:21](O)=[O:22])[C:10]=2[O:24][CH2:25][CH2:26][NH:27][CH2:28][C:29]([F:32])([F:31])[F:30])=[CH:5][CH:4]=1.C(N(CC)CC)C.C(OCC)C, predict the reaction product. The product is: [Cl:2][C:3]1[CH:8]=[CH:7][C:6]([C:9]2[N:13]([C:14]3[CH:19]=[CH:18][CH:17]=[CH:16][C:15]=3[Cl:20])[N:12]=[C:11]3[C:10]=2[O:24][CH2:25][CH2:26][N:27]([CH2:28][C:29]([F:30])([F:32])[F:31])[C:21]3=[O:22])=[CH:5][CH:4]=1. (6) Given the reactants [Cl:1][C:2]1[CH:11]=[CH:10][C:5]([C@@H:6]([OH:9])[C:7]#[N:8])=[CH:4][CH:3]=1.CO, predict the reaction product. The product is: [ClH:1].[Cl:1][C:2]1[CH:3]=[CH:4][C:5]([C@@H:6]([OH:9])[CH2:7][NH2:8])=[CH:10][CH:11]=1. (7) Given the reactants [OH:1][C:2]1[C:11]([C:12]([OH:14])=O)=[CH:10][C:9]2[C:4](=[CH:5][CH:6]=[CH:7][CH:8]=2)[N:3]=1.S(Cl)(Cl)=O.[NH2:19][C:20]1[C:26]([O:29][CH3:30])([O:27][CH3:28])[CH:25]2[CH:23]([O:24]2)[C:22](=[O:31])[CH:21]=1.CC(C)([O-])C.[Li+].C(=O)([O-])[O-].[K+].[K+], predict the reaction product. The product is: [CH3:28][O:27][C:26]1([O:29][CH3:30])[C:20]([NH:19][C:12]([C:11]2[C:2]([OH:1])=[N:3][C:4]3[C:9]([CH:10]=2)=[CH:8][CH:7]=[CH:6][CH:5]=3)=[O:14])=[CH:21][C:22](=[O:31])[CH:23]2[CH:25]1[O:24]2.